This data is from Forward reaction prediction with 1.9M reactions from USPTO patents (1976-2016). The task is: Predict the product of the given reaction. (1) Given the reactants Br[C:2]1[CH:29]=[CH:28][C:5]2[N:6]([C:24]([CH3:27])([CH3:26])[CH3:25])[C:7]([C:9]3[CH:10]=[C:11]([C:20]([OH:23])([CH3:22])[CH3:21])[CH:12]=[CH:13][C:14]=3[N:15]3[CH:19]=[N:18][CH:17]=[N:16]3)=[N:8][C:4]=2[CH:3]=1.[NH2:30][C:31]1[N:36]=[CH:35][C:34](B2OC(C)(C)C(C)(C)O2)=[CH:33][N:32]=1.C([O-])([O-])=O.[Na+].[Na+], predict the reaction product. The product is: [NH2:30][C:31]1[N:36]=[CH:35][C:34]([C:2]2[CH:29]=[CH:28][C:5]3[N:6]([C:24]([CH3:26])([CH3:25])[CH3:27])[C:7]([C:9]4[CH:10]=[C:11]([C:20]([OH:23])([CH3:22])[CH3:21])[CH:12]=[CH:13][C:14]=4[N:15]4[CH:19]=[N:18][CH:17]=[N:16]4)=[N:8][C:4]=3[CH:3]=2)=[CH:33][N:32]=1. (2) Given the reactants [Cl:1][C:2]1[CH:3]=[C:4]([CH:19]=[CH:20][CH:21]=1)[CH2:5][S:6][C:7]1[N:12]=[C:11]([OH:13])[CH:10]=[C:9]([NH:14][C@H:15]([CH3:18])[CH2:16][OH:17])[N:8]=1.[B-](F)(F)(F)[F:23].[B-](F)(F)(F)F.C1[N+]2(CCl)CC[N+](F)(CC2)C1, predict the reaction product. The product is: [Cl:1][C:2]1[CH:3]=[C:4]([CH:19]=[CH:20][CH:21]=1)[CH2:5][S:6][C:7]1[N:12]=[C:11]([OH:13])[C:10]([F:23])=[C:9]([NH:14][C@H:15]([CH3:18])[CH2:16][OH:17])[N:8]=1. (3) Given the reactants Cl.[NH2:2][CH2:3][C:4]1[CH:5]=[CH:6][C:7]([CH:14]([F:16])[F:15])=[C:8]([CH:13]=1)[C:9]([O:11][CH3:12])=[O:10].C(N(CC)CC)C.[C:24]([O:28][C:29](O[C:29]([O:28][C:24]([CH3:27])([CH3:26])[CH3:25])=[O:30])=[O:30])([CH3:27])([CH3:26])[CH3:25], predict the reaction product. The product is: [C:24]([O:28][C:29]([NH:2][CH2:3][C:4]1[CH:5]=[CH:6][C:7]([CH:14]([F:15])[F:16])=[C:8]([CH:13]=1)[C:9]([O:11][CH3:12])=[O:10])=[O:30])([CH3:27])([CH3:26])[CH3:25]. (4) Given the reactants [F:1][C:2]1[CH:10]=[C:9]2[C:5]([C:6]([NH2:11])=[N:7][NH:8]2)=[CH:4][CH:3]=1.[C:12](N1C=CC=CC1=O)(N1C=CC=CC1=O)=[S:13], predict the reaction product. The product is: [F:1][C:2]1[CH:10]=[C:9]2[C:5]([C:6]([N:11]=[C:12]=[S:13])=[N:7][NH:8]2)=[CH:4][CH:3]=1.